From a dataset of Forward reaction prediction with 1.9M reactions from USPTO patents (1976-2016). Predict the product of the given reaction. (1) Given the reactants [Cl:1][C:2]1[C:3]([C:28]2[C:36]3[C:31](=[CH:32][CH:33]=[CH:34][CH:35]=3)[N:30]([S:37]([C:40]3[CH:45]=[CH:44][CH:43]=[CH:42][CH:41]=3)(=[O:39])=[O:38])[CH:29]=2)=[N:4][C:5]([NH:8][CH:9]2[CH2:27][C:11]3([CH2:14][CH:13]([NH:15][C:16](=[O:26])[C:17]4[CH:22]=[CH:21][C:20]([N+:23]([O-])=O)=[CH:19][CH:18]=4)[CH2:12]3)[CH2:10]2)=[N:6][CH:7]=1.CO.[Sn](Cl)Cl.C([O-])(O)=O.[Na+], predict the reaction product. The product is: [NH2:23][C:20]1[CH:19]=[CH:18][C:17]([C:16]([NH:15][CH:13]2[CH2:14][C:11]3([CH2:10][CH:9]([NH:8][C:5]4[N:4]=[C:3]([C:28]5[C:36]6[C:31](=[CH:32][CH:33]=[CH:34][CH:35]=6)[N:30]([S:37]([C:40]6[CH:45]=[CH:44][CH:43]=[CH:42][CH:41]=6)(=[O:38])=[O:39])[CH:29]=5)[C:2]([Cl:1])=[CH:7][N:6]=4)[CH2:27]3)[CH2:12]2)=[O:26])=[CH:22][CH:21]=1. (2) Given the reactants [CH3:1][O:2][C:3]([C@@H:5]1[CH2:9][C@@H:8]([S:10]([CH3:13])(=[O:12])=[O:11])[CH2:7][N:6]1[C:14](=S)[CH2:15][C:16](=O)[CH3:17])=[O:4].[F:20][C:21]([F:26])([F:25])[CH2:22][NH:23][NH2:24], predict the reaction product. The product is: [CH3:1][O:2][C:3]([C@@H:5]1[CH2:9][C@@H:8]([S:10]([CH3:13])(=[O:12])=[O:11])[CH2:7][N:6]1[C:14]1[N:23]([CH2:22][C:21]([F:26])([F:25])[F:20])[N:24]=[C:16]([CH3:17])[CH:15]=1)=[O:4].